This data is from Forward reaction prediction with 1.9M reactions from USPTO patents (1976-2016). The task is: Predict the product of the given reaction. (1) Given the reactants [NH2:1][C:2]1[C:7]([NH:8][C:9](=[O:12])[O:10][CH3:11])=[C:6]([NH2:13])[N:5]=[C:4]([C:14]2[N:18]=[C:17]([C:19]3[S:20][CH:21]=[CH:22][N:23]=3)[N:16]([CH2:24][C:25]3[CH:30]=[CH:29][CH:28]=[CH:27][C:26]=3[F:31])[N:15]=2)[N:3]=1.[H-].[Na+].I[CH3:35].O, predict the reaction product. The product is: [NH2:1][C:2]1[C:7]([N:8]([CH3:35])[C:9](=[O:12])[O:10][CH3:11])=[C:6]([NH2:13])[N:5]=[C:4]([C:14]2[N:18]=[C:17]([C:19]3[S:20][CH:21]=[CH:22][N:23]=3)[N:16]([CH2:24][C:25]3[CH:30]=[CH:29][CH:28]=[CH:27][C:26]=3[F:31])[N:15]=2)[N:3]=1. (2) Given the reactants C([O:8][N:9]1[CH2:15][C:14]([CH2:16][N:17]2[CH2:22][CH2:21][O:20][CH2:19][CH2:18]2)=[CH:13][CH2:12][C@@H:11]([NH:23][S:24]([C:27]2[CH:32]=[CH:31][C:30]([O:33][C:34]3[CH:39]=[CH:38][C:37]([Cl:40])=[CH:36][CH:35]=3)=[CH:29][CH:28]=2)(=[O:26])=[O:25])[C:10]1=[O:41])C1C=CC=CC=1.CS(O)(=O)=O, predict the reaction product. The product is: [Cl:40][C:37]1[CH:36]=[CH:35][C:34]([O:33][C:30]2[CH:31]=[CH:32][C:27]([S:24]([NH:23][C@@H:11]3[CH2:12][CH:13]=[C:14]([CH2:16][N:17]4[CH2:18][CH2:19][O:20][CH2:21][CH2:22]4)[CH2:15][N:9]([OH:8])[C:10]3=[O:41])(=[O:26])=[O:25])=[CH:28][CH:29]=2)=[CH:39][CH:38]=1. (3) Given the reactants [F:1][C:2]1[CH:7]=[C:6]([F:8])[CH:5]=[CH:4][C:3]=1[CH:9]1[O:13]C(=O)[NH:11][CH:10]1[CH2:15][C:16]1[CH:21]=[CH:20][C:19]([C:22]([F:25])([F:24])[F:23])=[CH:18][CH:17]=1.[OH-].[Na+], predict the reaction product. The product is: [NH2:11][CH:10]([CH2:15][C:16]1[CH:21]=[CH:20][C:19]([C:22]([F:25])([F:24])[F:23])=[CH:18][CH:17]=1)[CH:9]([C:3]1[CH:4]=[CH:5][C:6]([F:8])=[CH:7][C:2]=1[F:1])[OH:13]. (4) Given the reactants Br[C:2]1[CH:7]=[CH:6][C:5]([C:8]2[NH:12][C:11](=[O:13])[O:10][N:9]=2)=[CH:4][CH:3]=1.C([O-])(=O)C.[K+].[CH3:19][C:20]1([CH3:36])[C:24]([CH3:26])([CH3:25])[O:23][B:22]([B:22]2[O:23][C:24]([CH3:26])([CH3:25])[C:20]([CH3:36])([CH3:19])[O:21]2)[O:21]1.ClCCl, predict the reaction product. The product is: [CH3:19][C:20]1([CH3:36])[C:24]([CH3:26])([CH3:25])[O:23][B:22]([C:2]2[CH:7]=[CH:6][C:5]([C:8]3[NH:12][C:11](=[O:13])[O:10][N:9]=3)=[CH:4][CH:3]=2)[O:21]1. (5) Given the reactants [C:1]([C:5]1[CH:6]=[C:7]([CH:42]=[C:43]([C:45]([O:47][CH3:48])=[O:46])[CH:44]=1)[CH2:8][C:9]1([CH2:19][CH2:20][CH2:21][S:22][C:23]([C:36]2[CH:41]=[CH:40][CH:39]=[CH:38][CH:37]=2)([C:30]2[CH:35]=[CH:34][CH:33]=[CH:32][CH:31]=2)[C:24]2[CH:29]=[CH:28][CH:27]=[CH:26][CH:25]=2)[C:14](=[O:15])[O:13]C(C)(C)[O:11][C:10]1=[O:18])([CH3:4])([CH3:3])[CH3:2].[OH-].[Na+], predict the reaction product. The product is: [C:1]([C:5]1[CH:6]=[C:7]([CH:42]=[C:43]([C:45]([O:47][CH3:48])=[O:46])[CH:44]=1)[CH2:8][C:9]([CH2:19][CH2:20][CH2:21][S:22][C:23]([C:36]1[CH:41]=[CH:40][CH:39]=[CH:38][CH:37]=1)([C:30]1[CH:31]=[CH:32][CH:33]=[CH:34][CH:35]=1)[C:24]1[CH:25]=[CH:26][CH:27]=[CH:28][CH:29]=1)([C:10]([OH:18])=[O:11])[C:14]([OH:15])=[O:13])([CH3:4])([CH3:2])[CH3:3]. (6) Given the reactants [CH2:1]([C:5]1[N:10]=[C:9]([C:11]([OH:13])=O)[CH:8]=[C:7]([O:14][CH3:15])[CH:6]=1)[CH:2]([CH3:4])[CH3:3].[CH2:16]([O:23][C:24]1[C:33]([CH3:34])=[CH:32][C:27]([C:28]([NH:30][NH2:31])=O)=[CH:26][C:25]=1[CH3:35])[C:17]1[CH:22]=[CH:21][CH:20]=[CH:19][CH:18]=1.CCN(C(C)C)C(C)C.C1CN([P+](ON2N=NC3C=CC=CC2=3)(N2CCCC2)N2CCCC2)CC1.F[P-](F)(F)(F)(F)F.FC(F)(F)S(OS(C(F)(F)F)(=O)=O)(=O)=O.CN(C)CCCN, predict the reaction product. The product is: [CH2:16]([O:23][C:24]1[C:25]([CH3:35])=[CH:26][C:27]([C:28]2[O:13][C:11]([C:9]3[CH:8]=[C:7]([O:14][CH3:15])[CH:6]=[C:5]([CH2:1][CH:2]([CH3:3])[CH3:4])[N:10]=3)=[N:31][N:30]=2)=[CH:32][C:33]=1[CH3:34])[C:17]1[CH:18]=[CH:19][CH:20]=[CH:21][CH:22]=1.